This data is from Full USPTO retrosynthesis dataset with 1.9M reactions from patents (1976-2016). The task is: Predict the reactants needed to synthesize the given product. (1) Given the product [F:32][CH:33]([F:36])[CH2:34][N:25]1[CH2:24][CH2:23][CH:22]([C:20]2[CH:19]=[CH:18][CH:17]=[C:16]([NH:15][C:13]([NH:12][C:7]3[C:6]4[C:11](=[C:2]([F:1])[CH:3]=[CH:4][CH:5]=4)[N:10]=[CH:9][CH:8]=3)=[O:14])[N:21]=2)[CH2:27][CH2:26]1, predict the reactants needed to synthesize it. The reactants are: [F:1][C:2]1[CH:3]=[CH:4][CH:5]=[C:6]2[C:11]=1[N:10]=[CH:9][CH:8]=[C:7]2[NH:12][C:13]([NH:15][C:16]1[N:21]=[C:20]([CH:22]2[CH2:27][CH2:26][NH:25][CH2:24][CH2:23]2)[CH:19]=[CH:18][CH:17]=1)=[O:14].BrCCF.[F:32][CH:33]([F:36])[CH2:34]I. (2) Given the product [OH:2]/[CH:1]=[C:11]1\[C:10](=[O:15])[C:9]2([C:16]3[CH:21]=[CH:20][CH:19]=[CH:18][CH:17]=3)[CH:14]([CH2:13][CH2:12]\1)[CH:5]([CH3:4])[C:6]1([O:22][CH2:23][CH2:24][O:25]1)[CH2:7][CH2:8]2, predict the reactants needed to synthesize it. The reactants are: [CH3:1][O-:2].[Na+].[CH3:4][CH:5]1[CH:14]2[C:9]([C:16]3[CH:21]=[CH:20][CH:19]=[CH:18][CH:17]=3)([C:10](=[O:15])[CH2:11][CH2:12][CH2:13]2)[CH2:8][CH2:7][C:6]21[O:25][CH2:24][CH2:23][O:22]2. (3) Given the product [Br:1][C:2]1[CH:7]=[CH:6][C:5]([C:15]2[CH:14]=[CH:13][CH:12]=[C:11]([F:10])[CH:16]=2)=[CH:4][C:3]=1[F:9], predict the reactants needed to synthesize it. The reactants are: [Br:1][C:2]1[CH:7]=[CH:6][C:5](I)=[CH:4][C:3]=1[F:9].[F:10][C:11]1[CH:12]=[C:13](B(O)O)[CH:14]=[CH:15][CH:16]=1.C(=O)(O)[O-].[Na+].C(O)CC. (4) Given the product [F:23][C:17]1[CH:18]=[C:19]([F:22])[CH:20]=[CH:21][C:16]=1[N:15]1[C:11]([NH:10][C:5]2[CH:6]=[CH:7][CH:8]=[CH:9][C:4]=2[C:3]([OH:36])=[O:2])=[C:12]([C:25]2[CH:26]=[C:27]3[C:32](=[C:33]([F:35])[CH:34]=2)[N:31]=[CH:30][CH:29]=[N:28]3)[C:13]([CH3:24])=[N:14]1, predict the reactants needed to synthesize it. The reactants are: C[O:2][C:3](=[O:36])[C:4]1[CH:9]=[CH:8][CH:7]=[CH:6][C:5]=1[NH:10][C:11]1[N:15]([C:16]2[CH:21]=[CH:20][C:19]([F:22])=[CH:18][C:17]=2[F:23])[N:14]=[C:13]([CH3:24])[C:12]=1[C:25]1[CH:26]=[C:27]2[C:32](=[C:33]([F:35])[CH:34]=1)[N:31]=[CH:30][CH:29]=[N:28]2.[OH-].[Na+].Cl. (5) Given the product [OH:15][C:16]1[CH:17]=[C:18]([CH:39]=[CH:40][CH:41]=1)[O:19][C:20]1[S:24][C:23]([CH2:25][NH:26][C:27]([C:29]2[CH:30]=[C:31]3[C:36](=[CH:37][CH:38]=2)[N:35]=[CH:34][CH:33]=[CH:32]3)=[O:28])=[CH:22][CH:21]=1, predict the reactants needed to synthesize it. The reactants are: FC(F)(F)C(O)=O.C([O:15][C:16]1[CH:17]=[C:18]([CH:39]=[CH:40][CH:41]=1)[O:19][C:20]1[S:24][C:23]([CH2:25][NH:26][C:27]([C:29]2[CH:30]=[C:31]3[C:36](=[CH:37][CH:38]=2)[N:35]=[CH:34][CH:33]=[CH:32]3)=[O:28])=[CH:22][CH:21]=1)C1C=CC=CC=1.C(=O)(O)[O-].[Na+]. (6) Given the product [Br:23][C:21]1[CH:20]=[CH:19][C:18]([O:24][CH2:25][CH:26]2[CH2:31][CH2:30][CH2:29][CH2:28][CH2:27]2)=[C:17]([C:12]2[N:11]([C:7]3[CH:6]=[C:5]([CH:10]=[CH:9][CH:8]=3)[C:4]([OH:32])=[O:3])[C:15]([CH3:16])=[CH:14][CH:13]=2)[CH:22]=1, predict the reactants needed to synthesize it. The reactants are: C([O:3][C:4](=[O:32])[C:5]1[CH:10]=[CH:9][CH:8]=[C:7]([N:11]2[C:15]([CH3:16])=[CH:14][CH:13]=[C:12]2[C:17]2[CH:22]=[C:21]([Br:23])[CH:20]=[CH:19][C:18]=2[O:24][CH2:25][CH:26]2[CH2:31][CH2:30][CH2:29][CH2:28][CH2:27]2)[CH:6]=1)C.C(O)C. (7) Given the product [O:3]=[C:4]1[CH2:5][CH2:6][CH2:7][N:8]1[C@@H:9]([CH2:10][CH3:11])[C:12]([NH2:13])=[O:14], predict the reactants needed to synthesize it. The reactants are: C([O:3][C:4](=O)[CH2:5][CH2:6][CH2:7][NH:8][C@H:9]([C:12](=[O:14])[NH2:13])[CH2:10][CH3:11])C.